Dataset: NCI-60 drug combinations with 297,098 pairs across 59 cell lines. Task: Regression. Given two drug SMILES strings and cell line genomic features, predict the synergy score measuring deviation from expected non-interaction effect. Drug 1: CC1=C(C=C(C=C1)C(=O)NC2=CC(=CC(=C2)C(F)(F)F)N3C=C(N=C3)C)NC4=NC=CC(=N4)C5=CN=CC=C5. Drug 2: C1=NNC2=C1C(=O)NC=N2. Cell line: NCI/ADR-RES. Synergy scores: CSS=2.83, Synergy_ZIP=-1.51, Synergy_Bliss=-1.27, Synergy_Loewe=-2.72, Synergy_HSA=-1.09.